From a dataset of Reaction yield outcomes from USPTO patents with 853,638 reactions. Predict the reaction yield, written as a fraction of the theoretical maximum amount of product (1.0 means a 100% yield; for example, 0.34 means a 34% yield). (1) The reactants are [NH:1]1[C:9]2[C:4](=[CH:5][CH:6]=[C:7]([CH:10]=[CH:11][C:12](=[O:17])[CH2:13][C:14](=[O:16])[CH3:15])[CH:8]=2)[CH:3]=[CH:2]1.[B]=O.[CH3:20][O:21][C:22]1[CH:29]=[C:28]([O:30][CH2:31][CH:32]2[CH2:36][CH2:35][CH2:34][O:33]2)[CH:27]=[CH:26][C:23]=1[CH:24]=O.B(OC(C)C)(OC(C)C)OC(C)C.N1CCCCC1.Cl.C(=O)(O)[O-].[Na+]. The yield is 0.270. The product is [NH:1]1[C:9]2[C:4](=[CH:5][CH:6]=[C:7](/[CH:10]=[CH:11]/[C:12](=[O:17])[CH2:13][C:14](=[O:16])/[CH:15]=[CH:24]/[C:23]3[CH:26]=[CH:27][C:28]([O:30][CH2:31][CH:32]4[CH2:36][CH2:35][CH2:34][O:33]4)=[CH:29][C:22]=3[O:21][CH3:20])[CH:8]=2)[CH:3]=[CH:2]1. The catalyst is C(OCC)(=O)C.[Cl-].[Na+].O. (2) The reactants are [F:1][C:2]1[CH:3]=[C:4]([CH:7]=[C:8]([F:11])[C:9]=1[F:10])[NH:5][CH3:6].Br.Br[CH:14]([C:16]1[CH:17]=[C:18]([C:33]([N:35]([CH3:37])[CH3:36])=[O:34])[CH:19]=[C:20]2[C:25]=1[O:24][C:23]([N:26]1[CH2:31][CH2:30][O:29][CH2:28][CH2:27]1)=[CH:22][C:21]2=[O:32])[CH3:15]. No catalyst specified. The product is [CH3:36][N:35]([CH3:37])[C:33]([C:18]1[CH:19]=[C:20]2[C:25](=[C:16]([CH:14]([N:5]([CH3:6])[C:4]3[CH:7]=[C:8]([F:11])[C:9]([F:10])=[C:2]([F:1])[CH:3]=3)[CH3:15])[CH:17]=1)[O:24][C:23]([N:26]1[CH2:31][CH2:30][O:29][CH2:28][CH2:27]1)=[CH:22][C:21]2=[O:32])=[O:34]. The yield is 0.361. (3) The reactants are [C:1]([Si:5]([CH3:13])([CH3:12])[O:6][CH2:7][CH2:8][CH:9]1[CH2:11][O:10]1)([CH3:4])([CH3:3])[CH3:2].[F:14][C:15]1[CH:16]=[C:17]([CH:19]=[CH:20][C:21]=1[CH3:22])[NH2:18]. The catalyst is CC#N. The product is [C:1]([Si:5]([CH3:13])([CH3:12])[O:6][CH2:7][CH2:8][CH:9]([OH:10])[CH2:11][NH:18][C:17]1[CH:19]=[CH:20][C:21]([CH3:22])=[C:15]([F:14])[CH:16]=1)([CH3:4])([CH3:3])[CH3:2]. The yield is 0.860. (4) The reactants are CCOC(/N=N/C(OCC)=O)=O.[CH:13]12[CH2:19][CH:16]([CH:17]=[CH:18]1)[CH2:15][CH:14]2[CH2:20][OH:21].[I:22][C:23]1[CH:28]=[CH:27][C:26](O)=[CH:25][CH:24]=1.C1(P(C2C=CC=CC=2)C2C=CC=CC=2)C=CC=CC=1. The catalyst is O1CCCC1. The product is [I:22][C:23]1[CH:28]=[CH:27][C:26]([O:21][CH2:20][CH:14]2[CH2:15][CH:16]3[CH2:19][CH:13]2[CH:18]=[CH:17]3)=[CH:25][CH:24]=1. The yield is 0.970.